From a dataset of Catalyst prediction with 721,799 reactions and 888 catalyst types from USPTO. Predict which catalyst facilitates the given reaction. (1) Reactant: [Mg].BrCCBr.Br[CH2:7][CH2:8][CH2:9][CH2:10][CH:11]=[CH2:12].[CH:13]1[C:22]2[C:17](=[CH:18][CH:19]=[CH:20][CH:21]=2)[CH:16]=[CH:15][C:14]=1[CH:23]=[O:24]. Product: [CH:13]1[C:22]2[C:17](=[CH:18][CH:19]=[CH:20][CH:21]=2)[CH:16]=[CH:15][C:14]=1[CH:23]([OH:24])[CH2:12][CH2:11][CH2:10][CH2:9][CH:8]=[CH2:7]. The catalyst class is: 1. (2) Reactant: [Br:1][C:2]1[CH:3]=[CH:4][C:5](=[O:8])[NH:6][CH:7]=1.[CH2:9]([C:11]1[CH:18]=[CH:17][C:14]([CH2:15]Br)=[CH:13][CH:12]=1)[CH3:10].C(=O)([O-])[O-].[K+].[K+]. Product: [Br:1][C:2]1[CH:3]=[CH:4][C:5](=[O:8])[N:6]([CH2:15][C:14]2[CH:17]=[CH:18][C:11]([CH2:9][CH3:10])=[CH:12][CH:13]=2)[CH:7]=1. The catalyst class is: 42. (3) Product: [F:3][C:4]1[CH:21]=[CH:20][CH:19]=[CH:18][C:5]=1[O:6][CH:7]1[CH2:12][CH2:11][CH:10]([C:13]([OH:15])=[O:14])[CH2:9][CH2:8]1. The catalyst class is: 38. Reactant: [OH-].[Li+].[F:3][C:4]1[CH:21]=[CH:20][CH:19]=[CH:18][C:5]=1[O:6][CH:7]1[CH2:12][CH2:11][CH:10]([C:13]([O:15]CC)=[O:14])[CH2:9][CH2:8]1.